From a dataset of Forward reaction prediction with 1.9M reactions from USPTO patents (1976-2016). Predict the product of the given reaction. (1) Given the reactants [O:1]1[C:5]2[CH2:6][CH2:7][CH2:8][C:9](=O)[C:4]=2[CH:3]=[CH:2]1.C([O-])(=O)C.[NH4+].C([BH3-])#[N:17].[Na+], predict the reaction product. The product is: [O:1]1[C:5]2[CH2:6][CH2:7][CH2:8][CH:9]([NH2:17])[C:4]=2[CH:3]=[CH:2]1. (2) Given the reactants [CH:1]1([C:4]2[C:5]([CH:17]([CH2:26][C:27]([O-:29])=O)[CH2:18][C:19]([O:21][C:22]([CH3:25])([CH3:24])[CH3:23])=[O:20])=[N:6][O:7][C:8]=2[CH:9]2[CH2:12][CH:11]([CH2:13][CH:14]([CH3:16])[CH3:15])[CH2:10]2)[CH2:3][CH2:2]1.[Cl:30][C:31]1[CH:36]=[C:35]([CH3:37])[CH:34]=[CH:33][C:32]=1[NH2:38].C1C=CC2N(O)N=NC=2C=1.CCN=C=NCCCN(C)C.Cl, predict the reaction product. The product is: [Cl:30][C:31]1[CH:36]=[C:35]([CH3:37])[CH:34]=[CH:33][C:32]=1[NH:38][C:27]([CH2:26][CH:17]([C:5]1[C:4]([CH:1]2[CH2:3][CH2:2]2)=[C:8]([CH:9]2[CH2:10][CH:11]([CH2:13][CH:14]([CH3:16])[CH3:15])[CH2:12]2)[O:7][N:6]=1)[CH2:18][C:19]([O:21][C:22]([CH3:23])([CH3:24])[CH3:25])=[O:20])=[O:29]. (3) Given the reactants [F:1][C:2]([F:15])([F:14])[O:3][C:4]1[CH:9]=[CH:8][C:7]([S:10](Cl)(=[O:12])=[O:11])=[CH:6][CH:5]=1.[C:16]([NH2:20])([CH3:19])([CH3:18])[CH3:17].S(Cl)(Cl)(=O)=O, predict the reaction product. The product is: [C:16]([NH:20][S:10]([C:7]1[CH:8]=[CH:9][C:4]([O:3][C:2]([F:15])([F:14])[F:1])=[CH:5][CH:6]=1)(=[O:12])=[O:11])([CH3:19])([CH3:18])[CH3:17]. (4) Given the reactants [OH:1][CH2:2][C:3]([O:5]C)=[O:4].Cl[C:8]1[CH:13]=[CH:12][N:11]=[C:10]([NH:14][C:15]2[CH:16]=[C:17]([C:22]3[S:26][C:25]([C:27]([OH:33])([CH3:32])[C:28]([F:31])([F:30])[F:29])=[N:24][CH:23]=3)[CH:18]=[C:19]([CH3:21])[CH:20]=2)[N:9]=1.C(=O)([O-])[O-].[Cs+].[Cs+].FC(F)(F)C(O)=O, predict the reaction product. The product is: [CH3:21][C:19]1[CH:20]=[C:15]([NH:14][C:10]2[N:9]=[C:8]([O:1][CH2:2][C:3]([OH:5])=[O:4])[CH:13]=[CH:12][N:11]=2)[CH:16]=[C:17]([C:22]2[S:26][C:25]([C:27]([OH:33])([CH3:32])[C:28]([F:31])([F:30])[F:29])=[N:24][CH:23]=2)[CH:18]=1.